Dataset: Peptide-MHC class I binding affinity with 185,985 pairs from IEDB/IMGT. Task: Regression. Given a peptide amino acid sequence and an MHC pseudo amino acid sequence, predict their binding affinity value. This is MHC class I binding data. (1) The binding affinity (normalized) is 0. The peptide sequence is IMYDIINSV. The MHC is HLA-B35:01 with pseudo-sequence HLA-B35:01. (2) The binding affinity (normalized) is 0.213. The MHC is HLA-B83:01 with pseudo-sequence HLA-B83:01. The peptide sequence is RQWGMGFLL.